Dataset: TCR-epitope binding with 47,182 pairs between 192 epitopes and 23,139 TCRs. Task: Binary Classification. Given a T-cell receptor sequence (or CDR3 region) and an epitope sequence, predict whether binding occurs between them. The epitope is ATVVIGTSK. The TCR CDR3 sequence is CASSQDRPEKLFF. Result: 1 (the TCR binds to the epitope).